Dataset: Full USPTO retrosynthesis dataset with 1.9M reactions from patents (1976-2016). Task: Predict the reactants needed to synthesize the given product. (1) The reactants are: [CH3:1][O:2][C:3](=[O:26])[CH2:4][C@H:5]1[C:9]2[CH:10]=[CH:11][C:12]([O:14][C@H:15]3[C:23]4[C:18](=[C:19]([OH:25])[CH:20]=[CH:21][C:22]=4[F:24])[CH2:17][CH2:16]3)=[CH:13][C:8]=2[O:7][CH2:6]1.[Br:27][C:28]1[CH:33]=[C:32](F)[CH:31]=[CH:30][N:29]=1.C(=O)([O-])[O-].[Cs+].[Cs+]. Given the product [CH3:1][O:2][C:3](=[O:26])[CH2:4][C@H:5]1[C:9]2[CH:10]=[CH:11][C:12]([O:14][C@H:15]3[C:23]4[C:18](=[C:19]([O:25][C:32]5[CH:31]=[CH:30][N:29]=[C:28]([Br:27])[CH:33]=5)[CH:20]=[CH:21][C:22]=4[F:24])[CH2:17][CH2:16]3)=[CH:13][C:8]=2[O:7][CH2:6]1, predict the reactants needed to synthesize it. (2) Given the product [O:67]=[S:63]1(=[O:66])[CH2:64][CH2:65][CH:60]([NH:59][S:56]([C:54]2[S:55][C:51]([C:19]3[CH:18]=[CH:17][N:16]=[C:15]4[NH:11][C:12]([C:29]5[CH2:30][CH2:31][CH2:32][N:33]([C:35]([O:37][C:38]([CH3:39])([CH3:41])[CH3:40])=[O:36])[CH:34]=5)=[CH:13][C:14]=34)=[CH:52][CH:53]=2)(=[O:58])=[O:57])[CH2:61][CH2:62]1, predict the reactants needed to synthesize it. The reactants are: CC1C=CC(S([N:11]2[C:15]3=[N:16][CH:17]=[CH:18][C:19](B4OC(C)(C)C(C)(C)O4)=[C:14]3[CH:13]=[C:12]2[C:29]2[CH2:30][CH2:31][CH2:32][N:33]([C:35]([O:37][C:38]([CH3:41])([CH3:40])[CH3:39])=[O:36])[CH:34]=2)(=O)=O)=CC=1.[O-]P([O-])([O-])=O.[K+].[K+].[K+].Br[C:51]1[S:55][C:54]([S:56]([NH:59][CH:60]2[CH2:65][CH2:64][S:63](=[O:67])(=[O:66])[CH2:62][CH2:61]2)(=[O:58])=[O:57])=[CH:53][CH:52]=1.[OH-].[Na+].Cl. (3) Given the product [Cl:1][C:2]1[CH:7]=[CH:6][N:5]=[C:4]2[NH:8][CH:9]=[C:10]([C:11]#[N:12])[C:3]=12, predict the reactants needed to synthesize it. The reactants are: [Cl:1][C:2]1[CH:7]=[CH:6][N:5]=[C:4]2[N:8](S(C3C=CC=CC=3)(=O)=O)[CH:9]=[C:10]([C:11]#[N:12])[C:3]=12.[OH-].[Na+].O. (4) Given the product [C:5]1([C:11]2[CH:16]=[CH:15][CH:14]=[CH:13][CH:12]=2)[CH:10]=[CH:9][CH:8]=[CH:7][CH:6]=1, predict the reactants needed to synthesize it. The reactants are: C(=O)=O.Br[C:5]1[CH:10]=[CH:9][CH:8]=[CH:7][CH:6]=1.[C:11]1(B(O)O)[CH:16]=[CH:15][CH:14]=[CH:13][CH:12]=1.C([N+](CCCC)(CCCC)CCCC)CCC. (5) Given the product [Cl:13][C:14]1[CH:19]=[CH:18][C:17]([C:2]2[C:7]([C:8]([O:10][CH3:11])=[O:9])=[C:6]([CH3:12])[N:5]=[CH:4][CH:3]=2)=[C:16]([F:23])[CH:15]=1, predict the reactants needed to synthesize it. The reactants are: Cl[C:2]1[C:7]([C:8]([O:10][CH3:11])=[O:9])=[C:6]([CH3:12])[N:5]=[CH:4][CH:3]=1.[Cl:13][C:14]1[CH:19]=[CH:18][C:17](B(O)O)=[C:16]([F:23])[CH:15]=1.C1(P(C2CCCCC2)C2CCCCC2)CCCCC1.C([O-])([O-])=O.[Cs+].[Cs+]. (6) Given the product [Cl:27][C:21]1[CH:20]=[C:19]([C:16]2[C:15]([CH3:28])=[N:14][N:13]([CH2:12][C:10]3[CH:9]=[CH:8][C:3]([C:4]([O:6][CH3:7])=[O:5])=[C:2]([C:30]#[N:31])[CH:11]=3)[C:17]=2[CH3:18])[CH:24]=[CH:23][C:22]=1[C:25]#[N:26], predict the reactants needed to synthesize it. The reactants are: Br[C:2]1[CH:11]=[C:10]([CH2:12][N:13]2[C:17]([CH3:18])=[C:16]([C:19]3[CH:24]=[CH:23][C:22]([C:25]#[N:26])=[C:21]([Cl:27])[CH:20]=3)[C:15]([CH3:28])=[N:14]2)[CH:9]=[CH:8][C:3]=1[C:4]([O:6][CH3:7])=[O:5].[Cu][C:30]#[N:31].O.N.